Dataset: Forward reaction prediction with 1.9M reactions from USPTO patents (1976-2016). Task: Predict the product of the given reaction. Given the reactants Cl.[CH3:2][S:3]([C:6]1[CH:11]=[CH:10][C:9]([NH:12][NH2:13])=[CH:8][CH:7]=1)(=[O:5])=[O:4].CN(C)[CH:16]=[CH:17][C:18](=O)[CH:19](OC)[O:20]C, predict the reaction product. The product is: [CH3:2][S:3]([C:6]1[CH:7]=[CH:8][C:9]([N:12]2[C:18]([CH:19]=[O:20])=[CH:17][CH:16]=[N:13]2)=[CH:10][CH:11]=1)(=[O:5])=[O:4].